Dataset: Forward reaction prediction with 1.9M reactions from USPTO patents (1976-2016). Task: Predict the product of the given reaction. Given the reactants [OH:1][C:2]1[CH:7]=[CH:6][N:5]=[CH:4][CH:3]=1.CC1C=CC(S(O[CH2:19][CH2:20][CH2:21][NH:22][C:23]2[C:24](=[O:40])[N:25]([C:36]([CH3:39])([CH3:38])[CH3:37])[S:26](=[O:35])(=[O:34])[C:27]=2[C:28]2[CH:33]=[CH:32][CH:31]=[CH:30][CH:29]=2)(=O)=O)=CC=1, predict the reaction product. The product is: [C:36]([N:25]1[C:24](=[O:40])[C:23]([NH:22][CH2:21][CH2:20][CH2:19][O:1][C:2]2[CH:7]=[CH:6][N:5]=[CH:4][CH:3]=2)=[C:27]([C:28]2[CH:29]=[CH:30][CH:31]=[CH:32][CH:33]=2)[S:26]1(=[O:34])=[O:35])([CH3:37])([CH3:38])[CH3:39].